The task is: Predict the reaction yield, written as a fraction of the theoretical maximum amount of product (1.0 means a 100% yield; for example, 0.34 means a 34% yield).. This data is from Reaction yield outcomes from USPTO patents with 853,638 reactions. (1) The reactants are [CH3:1][O:2][C:3]([C@H:5]1[C@H:7]([C:8]2[CH:9]=[CH:10][C:11]3[O:17][CH2:16][CH2:15][NH:14][CH2:13][C:12]=3[CH:18]=2)[C@H:6]1[C:19]1[CH:24]=[CH:23][CH:22]=[CH:21][CH:20]=1)=[O:4].CCN(C(C)C)C(C)C.[F:34][C:35]([F:49])([F:48])[CH2:36]OS(C1C=CC(C)=CC=1)(=O)=O. The catalyst is CN(C=O)C. The product is [CH3:1][O:2][C:3]([C@H:5]1[C@H:7]([C:8]2[CH:9]=[CH:10][C:11]3[O:17][CH2:16][CH2:15][N:14]([CH2:36][C:35]([F:49])([F:48])[F:34])[CH2:13][C:12]=3[CH:18]=2)[C@H:6]1[C:19]1[CH:20]=[CH:21][CH:22]=[CH:23][CH:24]=1)=[O:4]. The yield is 0.720. (2) The reactants are [Br:1][C:2]1[CH:7]=[CH:6][C:5](/[C:8](=[CH:11]/N(C)C)/[CH:9]=O)=[CH:4][CH:3]=1.Cl.[NH2:16][C:17]([NH2:19])=[NH:18].C(=O)([O-])[O-].[K+].[K+]. The catalyst is C(O)C. The product is [Br:1][C:2]1[CH:7]=[CH:6][C:5]([C:8]2[CH:9]=[N:18][C:17]([NH2:19])=[N:16][CH:11]=2)=[CH:4][CH:3]=1. The yield is 0.960. (3) The reactants are [C:1]([C:4]1[CH:9]=[CH:8][CH:7]=[CH:6][CH:5]=1)(=[O:3])[CH3:2].[N+:10]([O-])([OH:12])=[O:11]. The catalyst is S(=O)(=O)(O)O.O. The product is [CH3:2][C:1]([C:4]1[CH:9]=[CH:8][CH:7]=[C:6]([N+:10]([O-:12])=[O:11])[CH:5]=1)=[O:3]. The yield is 0.570. (4) The reactants are [C:1]([O:7][CH2:8][N:9]1[C:13]2[N:14]=[N:15][CH:16]=[C:17]([C:18]3[CH:19]=[N:20][N:21]([C@@H:23]([CH:27]4[CH2:31][CH2:30][CH2:29][CH2:28]4)[CH2:24][CH:25]=O)[CH:22]=3)[C:12]=2[CH:11]=[CH:10]1)(=[O:6])[C:2]([CH3:5])([CH3:4])[CH3:3].[OH-].[NH4+:33].II. The catalyst is C1COCC1. The product is [C:1]([O:7][CH2:8][N:9]1[C:13]2[N:14]=[N:15][CH:16]=[C:17]([C:18]3[CH:19]=[N:20][N:21]([C@@H:23]([CH:27]4[CH2:28][CH2:29][CH2:30][CH2:31]4)[CH2:24][C:25]#[N:33])[CH:22]=3)[C:12]=2[CH:11]=[CH:10]1)(=[O:6])[C:2]([CH3:5])([CH3:3])[CH3:4]. The yield is 0.750. (5) The reactants are O=[C:2]1[C:11]2[C:6](=[C:7]([C:12]([O:14][CH3:15])=[O:13])[CH:8]=[CH:9][CH:10]=2)[N:5]=[CH:4][NH:3]1.O=P(Cl)(Cl)Cl.CCN(C(C)C)C(C)C.[F:30][C:31]([F:41])([F:40])[C:32]1[CH:33]=[C:34]([CH:37]=[CH:38][CH:39]=1)[CH2:35][NH2:36]. The catalyst is ClCCCl. The product is [F:30][C:31]([F:40])([F:41])[C:32]1[CH:33]=[C:34]([CH:37]=[CH:38][CH:39]=1)[CH2:35][NH:36][C:2]1[C:11]2[C:6](=[C:7]([C:12]([O:14][CH3:15])=[O:13])[CH:8]=[CH:9][CH:10]=2)[N:5]=[CH:4][N:3]=1. The yield is 0.660.